From a dataset of Catalyst prediction with 721,799 reactions and 888 catalyst types from USPTO. Predict which catalyst facilitates the given reaction. (1) The catalyst class is: 6. Reactant: C(=O)([O-])[O-].[K+].[K+].CO.[C:9]([O:13][C:14]([NH:16][C@@H:17]([C:19]1[C:20]([F:60])=[C:21]([C:25]2[CH:33]=[C:32]3[C:28]([CH:29]=[N:30][N:31]3S(C3C=CC(C)=CC=3)(=O)=O)=[C:27]([CH2:44][O:45][C:46]3[CH:51]=[CH:50][CH:49]=[CH:48][C:47]=3[CH2:52][C:53]([O:55][C:56]([CH3:59])([CH3:58])[CH3:57])=[O:54])[CH:26]=2)[CH:22]=[CH:23][CH:24]=1)[CH3:18])=[O:15])([CH3:12])([CH3:11])[CH3:10]. Product: [C:9]([O:13][C:14]([NH:16][C@@H:17]([C:19]1[C:20]([F:60])=[C:21]([C:25]2[CH:33]=[C:32]3[C:28]([CH:29]=[N:30][NH:31]3)=[C:27]([CH2:44][O:45][C:46]3[CH:51]=[CH:50][CH:49]=[CH:48][C:47]=3[CH2:52][C:53]([O:55][C:56]([CH3:59])([CH3:58])[CH3:57])=[O:54])[CH:26]=2)[CH:22]=[CH:23][CH:24]=1)[CH3:18])=[O:15])([CH3:12])([CH3:10])[CH3:11]. (2) Reactant: [Cl:1][C:2]1[CH:3]=[C:4]([C:8]2[CH:9]=[C:10]([C:27]([O:29]C)=O)[C:11]3[NH:25][C:14]4=[N:15][C:16]([N:19]5[CH2:24][CH2:23][O:22][CH2:21][CH2:20]5)=[CH:17][CH:18]=[C:13]4[C:12]=3[N:26]=2)[CH:5]=[CH:6][CH:7]=1.[NH3:31]. Product: [Cl:1][C:2]1[CH:3]=[C:4]([C:8]2[CH:9]=[C:10]([C:27]([NH2:31])=[O:29])[C:11]3[NH:25][C:14]4=[N:15][C:16]([N:19]5[CH2:24][CH2:23][O:22][CH2:21][CH2:20]5)=[CH:17][CH:18]=[C:13]4[C:12]=3[N:26]=2)[CH:5]=[CH:6][CH:7]=1. The catalyst class is: 5. (3) Reactant: [C:1]([O:5][C:6]([N:8]1[CH2:13][CH2:12][NH:11][CH2:10][CH2:9]1)=[O:7])([CH3:4])([CH3:3])[CH3:2].C(=O)(O)[O-].[Na+].[CH3:19][C:20]([Si:23]([CH3:39])([CH3:38])[O:24][C:25]1[CH:30]=[CH:29][C:28]([CH2:31][CH2:32]CS([O-])(=O)=O)=[CH:27][CH:26]=1)([CH3:22])[CH3:21]. Product: [CH3:21][C:20]([Si:23]([CH3:38])([CH3:39])[O:24][C:25]1[CH:26]=[CH:27][C:28]([CH2:31][CH2:32][N:11]2[CH2:12][CH2:13][N:8]([C:6]([O:5][C:1]([CH3:4])([CH3:2])[CH3:3])=[O:7])[CH2:9][CH2:10]2)=[CH:29][CH:30]=1)([CH3:19])[CH3:22]. The catalyst class is: 10.